Dataset: Full USPTO retrosynthesis dataset with 1.9M reactions from patents (1976-2016). Task: Predict the reactants needed to synthesize the given product. (1) The reactants are: C([O-])([O-])=O.[K+].[K+].[Na+].[I-].C(N(CC)CC)C.[CH2:16]([NH2:19])[CH:17]=[CH2:18].Br[CH2:21][C:22]([O:24][CH2:25][CH3:26])=[O:23]. Given the product [CH2:16]([NH:19][CH2:21][C:22]([O:24][CH2:25][CH3:26])=[O:23])[CH:17]=[CH2:18], predict the reactants needed to synthesize it. (2) Given the product [CH2:1]([O:8][C:9]1[CH:10]=[C:11]([S:15][C:16]2[CH:23]=[CH:22][C:19]([CH:20]=[CH:33][C:34]([O:36][CH2:37][CH3:38])=[O:35])=[C:18]([Cl:24])[CH:17]=2)[CH:12]=[CH:13][CH:14]=1)[C:2]1[CH:7]=[CH:6][CH:5]=[CH:4][CH:3]=1, predict the reactants needed to synthesize it. The reactants are: [CH2:1]([O:8][C:9]1[CH:10]=[C:11]([S:15][C:16]2[CH:23]=[CH:22][C:19]([CH:20]=O)=[C:18]([Cl:24])[CH:17]=2)[CH:12]=[CH:13][CH:14]=1)[C:2]1[CH:7]=[CH:6][CH:5]=[CH:4][CH:3]=1.C(OP([CH2:33][C:34]([O:36][CH2:37][CH3:38])=[O:35])(OCC)=O)C. (3) Given the product [CH:1]1([C@@H:4]([C:10]2[CH:15]=[CH:14][C:13]([O:16][CH2:17][C:18]3[CH:19]=[C:20]([C:28]4[CH:33]=[C:32]([O:34][CH3:35])[CH:31]=[CH:30][C:29]=4[F:36])[C:21]([C:24]([CH3:25])([CH3:26])[CH3:27])=[CH:22][CH:23]=3)=[CH:12][CH:11]=2)[CH2:5][C:6]([OH:8])=[O:7])[CH2:2][CH2:3]1, predict the reactants needed to synthesize it. The reactants are: [CH:1]1([C@H:4]([C:10]2[CH:15]=[CH:14][C:13]([O:16][CH2:17][C:18]3[CH:19]=[C:20]([C:28]4[CH:33]=[C:32]([O:34][CH3:35])[CH:31]=[CH:30][C:29]=4[F:36])[C:21]([C:24]([CH3:27])([CH3:26])[CH3:25])=[CH:22][CH:23]=3)=[CH:12][CH:11]=2)[CH2:5][C:6]([O:8]C)=[O:7])[CH2:3][CH2:2]1.[Li+].[OH-]. (4) The reactants are: [CH2:1]([N:8]1[CH:13]([CH3:14])[CH2:12][O:11][C@@H:10]([CH2:15][OH:16])[C:9]1=O)[C:2]1[CH:7]=[CH:6][CH:5]=[CH:4][CH:3]=1.[H-].[Al+3].[Li+].[H-].[H-].[H-]. Given the product [CH2:1]([N:8]1[CH:13]([CH3:14])[CH2:12][O:11][C@H:10]([CH2:15][OH:16])[CH2:9]1)[C:2]1[CH:3]=[CH:4][CH:5]=[CH:6][CH:7]=1, predict the reactants needed to synthesize it. (5) Given the product [CH3:30][S:31]([OH:34])(=[O:33])=[O:32].[CH:1]1([N:4]2[C:13]3[C:8](=[CH:9][C:10]([F:25])=[C:11]([N:16]4[CH2:21][CH2:20][CH:19]([NH2:22])[C:18]([CH3:24])([CH3:23])[CH2:17]4)[C:12]=3[O:14][CH3:15])[C:7](=[O:26])[C:6]([C:27]([OH:29])=[O:28])=[CH:5]2)[CH2:3][CH2:2]1, predict the reactants needed to synthesize it. The reactants are: [CH:1]1([N:4]2[C:13]3[C:8](=[CH:9][C:10]([F:25])=[C:11]([N:16]4[CH2:21][CH2:20][CH:19]([NH2:22])[C:18]([CH3:24])([CH3:23])[CH2:17]4)[C:12]=3[O:14][CH3:15])[C:7](=[O:26])[C:6]([C:27]([OH:29])=[O:28])=[CH:5]2)[CH2:3][CH2:2]1.[CH3:30][S:31]([OH:34])(=[O:33])=[O:32]. (6) Given the product [CH3:2][O:3][C:4](=[O:14])[C:5]1[CH:10]=[CH:9][C:8]([CH:11]([NH:13][C:26](=[O:27])[C:25]([F:36])([F:35])[F:24])[CH3:12])=[CH:7][CH:6]=1, predict the reactants needed to synthesize it. The reactants are: Cl.[CH3:2][O:3][C:4](=[O:14])[C:5]1[CH:10]=[CH:9][C:8]([CH:11]([NH2:13])[CH3:12])=[CH:7][CH:6]=1.CCN(C(C)C)C(C)C.[F:24][C:25]([F:36])([F:35])[C:26](O[C:26](=[O:27])[C:25]([F:36])([F:35])[F:24])=[O:27].